From a dataset of Catalyst prediction with 721,799 reactions and 888 catalyst types from USPTO. Predict which catalyst facilitates the given reaction. (1) Reactant: C(OC([N:8]([CH2:28][C:29]1[CH:34]=[CH:33][CH:32]=[CH:31][N:30]=1)[CH2:9][C:10]1[CH:15]=[CH:14][C:13]([CH2:16][NH:17][CH:18]2[C:27]3[N:26]=[CH:25][CH:24]=[CH:23][C:22]=3[CH2:21][CH2:20][CH2:19]2)=[CH:12][CH:11]=1)=O)(C)(C)C.[S:35]1[CH:39]=[CH:38][N:37]=[C:36]1[CH:40]=O.[BH3-]C#N.[Na+]. Product: [N:30]1[CH:31]=[CH:32][CH:33]=[CH:34][C:29]=1[CH2:28][NH:8][CH2:9][C:10]1[CH:11]=[CH:12][C:13]([CH2:16][N:17]([CH2:40][C:36]2[S:35][CH:39]=[CH:38][N:37]=2)[CH:18]2[C:27]3[N:26]=[CH:25][CH:24]=[CH:23][C:22]=3[CH2:21][CH2:20][CH2:19]2)=[CH:14][CH:15]=1. The catalyst class is: 5. (2) Reactant: C[O:2][C:3](=[O:31])/[CH:4]=[CH:5]/[C:6]1[CH:7]=[C:8]2[C:27](=[CH:28][CH:29]=1)[O:26][C:11]1([CH2:17][CH2:16][CH2:15][N:14]([CH2:18][CH2:19][C:20]3[CH:25]=[CH:24][CH:23]=[CH:22][CH:21]=3)[CH2:13][CH2:12]1)[CH2:10][C:9]2=[O:30].Cl. Product: [C:20]1([CH2:19][CH2:18][N:14]2[CH2:15][CH2:16][CH2:17][C:11]3([CH2:10][C:9](=[O:30])[C:8]4[C:27](=[CH:28][CH:29]=[C:6](/[CH:5]=[CH:4]/[C:3]([OH:31])=[O:2])[CH:7]=4)[O:26]3)[CH2:12][CH2:13]2)[CH:25]=[CH:24][CH:23]=[CH:22][CH:21]=1. The catalyst class is: 52. (3) Reactant: [CH:1]([C:3]1[CH:4]=[C:5]2[C:10](=[CH:11][CH:12]=1)/[C:9](=[N:13]/[OH:14])/[CH2:8][CH2:7][CH2:6]2)=[CH2:2].C([N-]C(C)C)(C)C.[Li+].[F:23][C:24]([F:36])([F:35])[C:25]1[CH:26]=[C:27]([CH:32]=[CH:33][CH:34]=1)[C:28](OC)=O.S(=O)(=O)(O)O. Product: [F:23][C:24]([F:35])([F:36])[C:25]1[CH:26]=[C:27]([C:28]2[O:14][N:13]=[C:9]3[C:10]4[C:5]([CH2:6][CH2:7][C:8]=23)=[CH:4][C:3]([CH:1]=[CH2:2])=[CH:12][CH:11]=4)[CH:32]=[CH:33][CH:34]=1. The catalyst class is: 226. (4) Reactant: O=C1C2C(=CC=CC=2)C(=O)[N:3]1[C:12]1[CH:13]=[C:14]2[C:18](=[CH:19][CH:20]=1)[CH2:17][CH:16]([C:21]([O:23][CH2:24][CH3:25])=[O:22])[CH2:15]2.NN.O. Product: [NH2:3][C:12]1[CH:13]=[C:14]2[C:18](=[CH:19][CH:20]=1)[CH2:17][CH:16]([C:21]([O:23][CH2:24][CH3:25])=[O:22])[CH2:15]2. The catalyst class is: 14. (5) Reactant: [Cl:1][C:2]1[CH:28]=[C:27]([Cl:29])[CH:26]=[CH:25][C:3]=1[C:4]([C:6]1[O:7][C:8]2[CH:17]=[C:16]([C:18]3[CH:19]=[C:20]([CH3:24])[CH:21]=[CH:22][CH:23]=3)[CH:15]=[CH:14][C:9]=2[C:10]=1[C:11](O)=[O:12])=[O:5].C(Cl)CCl.C1C=CC2N(O)N=[N:40]C=2C=1.[NH4+].[OH-]. Product: [Cl:1][C:2]1[CH:28]=[C:27]([Cl:29])[CH:26]=[CH:25][C:3]=1[C:4]([C:6]1[O:7][C:8]2[CH:17]=[C:16]([C:18]3[CH:19]=[C:20]([CH3:24])[CH:21]=[CH:22][CH:23]=3)[CH:15]=[CH:14][C:9]=2[C:10]=1[C:11]([NH2:40])=[O:12])=[O:5]. The catalyst class is: 49. (6) Reactant: O[CH2:2][C@@H:3]1[CH2:8][CH2:7][CH2:6][C@H:5]([C:9]([O:11]C)=[O:10])[CH2:4]1.[OH:13][C:14]1[CH:21]=[CH:20][CH:19]=[C:18]([OH:22])[C:15]=1[CH:16]=[O:17].C1C=CC(P(C2C=CC=CC=2)C2C=CC=CC=2)=CC=1.CC(OC(/N=N/C(OC(C)C)=O)=O)C. Product: [CH:16]([C:15]1[C:18]([OH:22])=[CH:19][CH:20]=[CH:21][C:14]=1[O:13][CH2:2][C@H:3]1[CH2:8][CH2:7][CH2:6][C@@H:5]([C:9]([OH:11])=[O:10])[CH2:4]1)=[O:17]. The catalyst class is: 7. (7) Reactant: N1(O[C:11]2[N:16]=[C:15]([NH:17][CH2:18][CH:19]3[CH2:23][CH2:22][N:21]([C:24]([O:26][C:27]([CH3:30])([CH3:29])[CH3:28])=[O:25])[CH2:20]3)[C:14]([C:31](=[O:33])[NH2:32])=[CH:13][N:12]=2)C2C=CC=CC=2N=N1.[NH2:34][C:35]1[CH:36]=[C:37]([CH:42]=[CH:43][CH:44]=1)[NH:38][C:39](=[O:41])[CH3:40].CC1C=CC(S(O)(=O)=O)=CC=1. Product: [C:39]([NH:38][C:37]1[CH:36]=[C:35]([NH:34][C:11]2[N:16]=[C:15]([NH:17][CH2:18][CH:19]3[CH2:23][CH2:22][N:21]([C:24]([O:26][C:27]([CH3:28])([CH3:29])[CH3:30])=[O:25])[CH2:20]3)[C:14]([C:31](=[O:33])[NH2:32])=[CH:13][N:12]=2)[CH:44]=[CH:43][CH:42]=1)(=[O:41])[CH3:40]. The catalyst class is: 12.